From a dataset of Reaction yield outcomes from USPTO patents with 853,638 reactions. Predict the reaction yield, written as a fraction of the theoretical maximum amount of product (1.0 means a 100% yield; for example, 0.34 means a 34% yield). The reactants are [CH3:1][C:2]1([CH3:23])[O:7][C:6](=[O:8])[C:5](=[CH:9][NH:10][C:11]2[CH:20]=[CH:19][C:14]([C:15]([O:17][CH3:18])=[O:16])=[C:13]([OH:21])[CH:12]=2)[C:4](=[O:22])[O:3]1.[H-].[Na+].[CH2:26](Br)[C:27]1[CH:32]=[CH:31][CH:30]=[CH:29][CH:28]=1. The catalyst is CN(C)C=O.O. The product is [CH2:26]([O:21][C:13]1[CH:12]=[C:11]([NH:10][CH:9]=[C:5]2[C:4](=[O:22])[O:3][C:2]([CH3:23])([CH3:1])[O:7][C:6]2=[O:8])[CH:20]=[CH:19][C:14]=1[C:15]([O:17][CH3:18])=[O:16])[C:27]1[CH:32]=[CH:31][CH:30]=[CH:29][CH:28]=1. The yield is 0.865.